The task is: Predict the reactants needed to synthesize the given product.. This data is from Full USPTO retrosynthesis dataset with 1.9M reactions from patents (1976-2016). (1) Given the product [C:19](/[N:20]=[C:9](\[S:10][CH3:23])/[NH:8][C:6]1[CH:7]=[C:2]([Cl:1])[C:3]([C:12]#[C:13][C:14]([CH3:17])([CH3:16])[CH3:15])=[C:4]([Cl:11])[CH:5]=1)#[N:18], predict the reactants needed to synthesize it. The reactants are: [Cl:1][C:2]1[CH:7]=[C:6]([N:8]=[C:9]=[S:10])[CH:5]=[C:4]([Cl:11])[C:3]=1[C:12]#[C:13][C:14]([CH3:17])([CH3:16])[CH3:15].[N:18]#[C:19][NH2:20].[Na].I[CH3:23]. (2) Given the product [C:20]([O:19][C:17]([NH:16][C:13]1[CH:14]=[CH:15][C:10]([C:9]([N:8]([CH2:7][C:6]([O:5][C:1]([CH3:4])([CH3:3])[CH3:2])=[O:35])[CH2:25][C:26]2[CH:27]=[CH:28][C:29]([C:30]3[O:51][N:52]=[C:53]([C:55]4[CH:56]=[CH:57][C:58]([C:61]5[CH:66]=[CH:65][C:64]([CH3:67])=[CH:63][CH:62]=5)=[CH:59][CH:60]=4)[N:54]=3)=[CH:33][CH:34]=2)=[O:24])=[CH:11][CH:12]=1)=[O:18])([CH3:21])([CH3:23])[CH3:22], predict the reactants needed to synthesize it. The reactants are: [C:1]([O:5][C:6](=[O:35])[CH2:7][N:8]([CH2:25][C:26]1[CH:34]=[CH:33][C:29]([C:30](O)=O)=[CH:28][CH:27]=1)[C:9](=[O:24])[C:10]1[CH:15]=[CH:14][C:13]([NH:16][C:17]([O:19][C:20]([CH3:23])([CH3:22])[CH3:21])=[O:18])=[CH:12][CH:11]=1)([CH3:4])([CH3:3])[CH3:2].CN1CCOCC1.C(Cl)(=O)OCC(C)C.[OH:51]/[N:52]=[C:53](/[C:55]1[CH:60]=[CH:59][C:58]([C:61]2[CH:66]=[CH:65][C:64]([CH3:67])=[CH:63][CH:62]=2)=[CH:57][CH:56]=1)\[NH2:54]. (3) Given the product [N:21]1([CH2:20][CH2:19][O:1][C:2]2[CH:3]=[CH:4][C:5]([CH:8]3[CH2:16][CH2:15][CH2:14][CH:13]4[N:9]3[CH2:10][CH2:11][CH2:12]4)=[CH:6][CH:7]=2)[CH2:26][CH2:25][CH2:24][CH2:23][CH2:22]1, predict the reactants needed to synthesize it. The reactants are: [OH:1][C:2]1[CH:7]=[CH:6][C:5]([CH:8]2[CH2:16][CH2:15][CH2:14][CH:13]3[N:9]2[CH2:10][CH2:11][CH2:12]3)=[CH:4][CH:3]=1.Cl.Cl[CH2:19][CH2:20][N:21]1[CH2:26][CH2:25][CH2:24][CH2:23][CH2:22]1.C(=O)([O-])[O-].[K+].[K+]. (4) Given the product [C:2]1([C:10]2[CH:15]=[CH:14][CH:13]=[CH:12][CH:11]=2)[C:3]([CH:4]=[O:5])=[CH:6][CH:7]=[CH:8][CH:9]=1, predict the reactants needed to synthesize it. The reactants are: Br[C:2]1[CH:9]=[CH:8][CH:7]=[CH:6][C:3]=1[CH:4]=[O:5].[C:10]1(B(O)O)[CH:15]=[CH:14][CH:13]=[CH:12][CH:11]=1.C([O-])([O-])=O.[Na+].[Na+].